From a dataset of Full USPTO retrosynthesis dataset with 1.9M reactions from patents (1976-2016). Predict the reactants needed to synthesize the given product. (1) Given the product [NH2:1][C:4]1[CH:5]=[CH:6][CH:7]=[C:8]2[C:13]=1[C:12](=[O:14])[N:11]([C:15]1[CH:20]=[CH:19][CH:18]=[C:17]([C:21]([F:24])([F:23])[F:22])[CH:16]=1)[N:10]=[CH:9]2, predict the reactants needed to synthesize it. The reactants are: [N+:1]([C:4]1[CH:5]=[CH:6][CH:7]=[C:8]2[C:13]=1[C:12](=[O:14])[N:11]([C:15]1[CH:20]=[CH:19][CH:18]=[C:17]([C:21]([F:24])([F:23])[F:22])[CH:16]=1)[N:10]=[CH:9]2)([O-])=O.[H][H]. (2) Given the product [C:18]1([N:14]2[C:15]3[C:11](=[CH:10][C:9]([OH:8])=[CH:17][CH:16]=3)[CH:12]=[CH:13]2)[CH:23]=[CH:22][CH:21]=[CH:20][CH:19]=1, predict the reactants needed to synthesize it. The reactants are: C([O:8][C:9]1[CH:10]=[C:11]2[C:15](=[CH:16][CH:17]=1)[N:14]([C:18]1[CH:23]=[CH:22][CH:21]=[CH:20][CH:19]=1)[CH:13]=[CH:12]2)C1C=CC=CC=1. (3) Given the product [Br:22][C:23]1[CH:28]=[CH:27][CH:26]=[CH:25][C:24]=1[C:10]1[CH:11]=[N:12][C:13]([N:16]2[CH2:17][CH2:18][O:19][CH2:20][CH2:21]2)=[N:14][CH:15]=1, predict the reactants needed to synthesize it. The reactants are: B1([C:10]2[CH:15]=[N:14][C:13]([N:16]3[CH2:21][CH2:20][O:19][CH2:18][CH2:17]3)=[N:12][CH:11]=2)OC(C)(C)C(C)(C)O1.[Br:22][C:23]1[CH:28]=[CH:27][CH:26]=[CH:25][C:24]=1Br.C([O-])([O-])=O.[Na+].[Na+].CN(C=O)C. (4) The reactants are: Br[C:2]1[C:10]2[CH:9]=[N:8][C:7]([NH:11][CH2:12][C:13]3[CH:18]=[CH:17][C:16]([F:19])=[C:15]([F:20])[CH:14]=3)=[N:6][C:5]=2[N:4]([CH2:21][C@@H:22]2[CH2:27][CH2:26][CH2:25][N:24](C(OC(C)(C)C)=O)[CH2:23]2)[C:3]=1[C:35]1[C:40]([Cl:41])=[CH:39][CH:38]=[CH:37][C:36]=1[Cl:42].[Cu][C:44]#[N:45]. Given the product [Cl:41][C:40]1[CH:39]=[CH:38][CH:37]=[C:36]([Cl:42])[C:35]=1[C:3]1[N:4]([CH2:21][C@@H:22]2[CH2:27][CH2:26][CH2:25][NH:24][CH2:23]2)[C:5]2[N:6]=[C:7]([NH:11][CH2:12][C:13]3[CH:18]=[CH:17][C:16]([F:19])=[C:15]([F:20])[CH:14]=3)[N:8]=[CH:9][C:10]=2[C:2]=1[C:44]#[N:45], predict the reactants needed to synthesize it.